Dataset: Catalyst prediction with 721,799 reactions and 888 catalyst types from USPTO. Task: Predict which catalyst facilitates the given reaction. Reactant: [C:1]1([C:7]2[C:11]([C:12]3[CH:17]=[CH:16][CH:15]=[CH:14][CH:13]=3)=[CH:10][O:9][C:8]=2[C:18]([O:20]C)=O)[CH:6]=[CH:5][CH:4]=[CH:3][CH:2]=1.O.[NH2:23][NH2:24]. Product: [C:1]1([C:7]2[C:11]([C:12]3[CH:17]=[CH:16][CH:15]=[CH:14][CH:13]=3)=[CH:10][O:9][C:8]=2[C:18]([NH:23][NH2:24])=[O:20])[CH:6]=[CH:5][CH:4]=[CH:3][CH:2]=1. The catalyst class is: 8.